This data is from Full USPTO retrosynthesis dataset with 1.9M reactions from patents (1976-2016). The task is: Predict the reactants needed to synthesize the given product. Given the product [Cl:8][C:6]1[N:5]=[C:4]2[N:9]([C:12]3[CH:17]=[CH:16][CH:15]=[CH:14][CH:13]=3)[N:10]=[CH:11][C:3]2=[C:2]([NH:24][C:21]2[CH:20]=[C:19]([CH3:18])[NH:23][N:22]=2)[N:7]=1, predict the reactants needed to synthesize it. The reactants are: Cl[C:2]1[N:7]=[C:6]([Cl:8])[N:5]=[C:4]2[N:9]([C:12]3[CH:17]=[CH:16][CH:15]=[CH:14][CH:13]=3)[N:10]=[CH:11][C:3]=12.[CH3:18][C:19]1[NH:23][N:22]=[C:21]([NH2:24])[CH:20]=1.CCN(C(C)C)C(C)C.O.